Dataset: Forward reaction prediction with 1.9M reactions from USPTO patents (1976-2016). Task: Predict the product of the given reaction. (1) Given the reactants [CH3:1][C:2]1([CH3:9])[CH2:7][CH2:6][CH2:5][C:4](=[O:8])[CH2:3]1.[CH3:10][O:11][C:12](=O)[O:13]C.[H-].[Na+], predict the reaction product. The product is: [CH3:1][C:2]1([CH3:9])[CH2:7][CH2:6][CH:5]([C:12]([O:11][CH3:10])=[O:13])[C:4](=[O:8])[CH2:3]1. (2) Given the reactants [CH2:1]([O:5][C:6]([C:8]1[N:9]=[C:10]([OH:19])[C:11]2[C:16]([C:17]=1[OH:18])=[CH:15][CH:14]=[CH:13][CH:12]=2)=[O:7])[CH2:2][CH2:3][CH3:4].[C:20]1([CH2:26]Br)[CH:25]=[CH:24][CH:23]=[CH:22][CH:21]=1.CO[Na], predict the reaction product. The product is: [CH2:1]([O:5][C:6]([C:8]1[N:9]=[C:10]([OH:19])[C:11]2[C:16]([C:17]=1[O:18][CH2:26][C:20]1[CH:25]=[CH:24][CH:23]=[CH:22][CH:21]=1)=[CH:15][CH:14]=[CH:13][CH:12]=2)=[O:7])[CH2:2][CH2:3][CH3:4].